The task is: Binary Classification. Given a drug SMILES string, predict its activity (active/inactive) in a high-throughput screening assay against a specified biological target.. This data is from Cav3 T-type calcium channel HTS with 100,875 compounds. (1) The result is 0 (inactive). The molecule is s1c(C2N(C(=NN2c2ccccc2)C(=O)C)c2ccc(OC)cc2)ccc1. (2) The molecule is Cl\C(c1ccccc1)=C/P(O)(O)=O. The result is 0 (inactive). (3) The drug is S\1C(N2CCCCC2)=NC(=O)C1=C1\c2c(N(C1=O)CCC)cccc2. The result is 0 (inactive). (4) The compound is S1C(c2c(n([nH]c2=O)C2CC(OCC2)(C)C)NC(=O)C1)c1ccccc1. The result is 0 (inactive). (5) The compound is s1c(cc2c1ncnc2Sc1sc2c(n1)cccc2)CC. The result is 0 (inactive).